Dataset: Forward reaction prediction with 1.9M reactions from USPTO patents (1976-2016). Task: Predict the product of the given reaction. (1) Given the reactants [NH2:1][C:2]1[C:7]2[C:8]([C:11]3[CH:16]=[CH:15][C:14]([NH:17]C(=O)OC(C)(C)C)=[CH:13][CH:12]=3)=[CH:9][S:10][C:6]=2[C:5]([C:25]2[CH:30]=[CH:29][N:28]=[CH:27][CH:26]=2)=[CH:4][N:3]=1, predict the reaction product. The product is: [NH2:17][C:14]1[CH:13]=[CH:12][C:11]([C:8]2[C:7]3[C:2]([NH2:1])=[N:3][CH:4]=[C:5]([C:25]4[CH:30]=[CH:29][N:28]=[CH:27][CH:26]=4)[C:6]=3[S:10][CH:9]=2)=[CH:16][CH:15]=1. (2) Given the reactants [CH2:1]([O:3][C:4]([C:6]1[S:10][C:9]([C:11]2[CH:16]=[CH:15][C:14]([C:17]([F:20])([F:19])[F:18])=[CH:13][CH:12]=2)=[N:8][C:7]=1[CH3:21])=[O:5])[CH3:2].[Br:22]N1C(=O)CCC1=O.N(C(C)(C)C#N)=NC(C)(C)C#N.O, predict the reaction product. The product is: [CH2:1]([O:3][C:4]([C:6]1[S:10][C:9]([C:11]2[CH:16]=[CH:15][C:14]([C:17]([F:19])([F:20])[F:18])=[CH:13][CH:12]=2)=[N:8][C:7]=1[CH2:21][Br:22])=[O:5])[CH3:2]. (3) Given the reactants [Li+].C[Si]([N-][Si](C)(C)C)(C)C.[C:11]([O:14][C:15]([CH3:18])([CH3:17])[CH3:16])(=[O:13])[CH3:12].[Cl:19][C:20]1[CH:21]=[C:22]2[C:26](=[CH:27][CH:28]=1)[N:25]([CH3:29])[C:24]([C:30](OCC)=[O:31])=[CH:23]2, predict the reaction product. The product is: [Cl:19][C:20]1[CH:21]=[C:22]2[C:26](=[CH:27][CH:28]=1)[N:25]([CH3:29])[C:24]([C:30](=[O:31])[CH2:12][C:11]([O:14][C:15]([CH3:18])([CH3:17])[CH3:16])=[O:13])=[CH:23]2. (4) Given the reactants [Cl:1][C:2]1[CH:3]=[CH:4][C:5]([C:35]([F:38])([F:37])[F:36])=[C:6]([C:8]2[C:13]([C:14]#[N:15])=[CH:12][N:11]([CH:16]([CH3:33])[C:17]([NH:19][C:20]3[CH:32]=[CH:31][C:23]([C:24]([O:26]C(C)(C)C)=[O:25])=[CH:22][CH:21]=3)=[O:18])[C:10](=[O:34])[CH:9]=2)[CH:7]=1.C(O)(C(F)(F)F)=O, predict the reaction product. The product is: [Cl:1][C:2]1[CH:3]=[CH:4][C:5]([C:35]([F:38])([F:36])[F:37])=[C:6]([C:8]2[C:13]([C:14]#[N:15])=[CH:12][N:11]([CH:16]([CH3:33])[C:17]([NH:19][C:20]3[CH:32]=[CH:31][C:23]([C:24]([OH:26])=[O:25])=[CH:22][CH:21]=3)=[O:18])[C:10](=[O:34])[CH:9]=2)[CH:7]=1. (5) Given the reactants Cl[C:2]1[NH:3][C:4](=[O:15])[C:5]2[C:10]([CH:11]=1)=[C:9]([N:12]([CH3:14])[CH3:13])[CH:8]=[CH:7][CH:6]=2.[CH3:16][N:17]1[CH2:22][CH2:21][NH:20][CH2:19][CH2:18]1, predict the reaction product. The product is: [CH3:13][N:12]([CH3:14])[C:9]1[CH:8]=[CH:7][CH:6]=[C:5]2[C:10]=1[CH:11]=[C:2]([N:20]1[CH2:21][CH2:22][N:17]([CH3:16])[CH2:18][CH2:19]1)[NH:3][C:4]2=[O:15]. (6) Given the reactants [CH:1]([CH:4]1[CH2:9][NH:8][CH2:7][CH2:6][NH:5]1)([CH3:3])[CH3:2].[Br:10][C:11]1[CH:18]=[CH:17][C:14]([CH2:15]Br)=[CH:13][CH:12]=1, predict the reaction product. The product is: [Br:10][C:11]1[CH:18]=[CH:17][C:14]([CH2:15][N:8]2[CH2:7][CH2:6][NH:5][CH:4]([CH:1]([CH3:3])[CH3:2])[CH2:9]2)=[CH:13][CH:12]=1.